Dataset: Forward reaction prediction with 1.9M reactions from USPTO patents (1976-2016). Task: Predict the product of the given reaction. The product is: [CH3:8][O:9][C:10]1[C:18]([S:19][CH3:20])=[C:17]([C:21]([F:24])([F:23])[F:22])[CH:16]=[CH:15][C:11]=1[C:12]([NH:1][C:2]1[N:6]([CH3:7])[N:5]=[N:4][N:3]=1)=[O:13]. Given the reactants [NH2:1][C:2]1[N:6]([CH3:7])[N:5]=[N:4][N:3]=1.[CH3:8][O:9][C:10]1[C:18]([S:19][CH3:20])=[C:17]([C:21]([F:24])([F:23])[F:22])[CH:16]=[CH:15][C:11]=1[C:12](O)=[O:13].C(Cl)(=O)C(Cl)=O, predict the reaction product.